From a dataset of Human liver microsome stability data. Regression/Classification. Given a drug SMILES string, predict its absorption, distribution, metabolism, or excretion properties. Task type varies by dataset: regression for continuous measurements (e.g., permeability, clearance, half-life) or binary classification for categorical outcomes (e.g., BBB penetration, CYP inhibition). Dataset: hlm. The molecule is CS(=O)(=O)c1cccc(-c2ncnc(N3CC(N)C(c4cc(F)c(F)cc4F)C3)n2)c1. The result is 0 (unstable in human liver microsomes).